Dataset: Forward reaction prediction with 1.9M reactions from USPTO patents (1976-2016). Task: Predict the product of the given reaction. (1) Given the reactants C1C(=O)N([Br:8])C(=O)C1.[CH3:9][N:10]1[CH2:15][CH2:14][N:13]([C:16]2[CH:21]=[CH:20][C:19]([C:22]3[C:26]4[CH2:27][C:28]5[S:29][CH:30]=[CH:31][C:32]=5[C:25]=4[N:24]([CH2:33][O:34][CH2:35][CH2:36][Si:37]([CH3:40])([CH3:39])[CH3:38])[N:23]=3)=[CH:18][CH:17]=2)[CH2:12][CH2:11]1, predict the reaction product. The product is: [Br:8][C:30]1[S:29][C:28]2[CH2:27][C:26]3[C:22]([C:19]4[CH:20]=[CH:21][C:16]([N:13]5[CH2:14][CH2:15][N:10]([CH3:9])[CH2:11][CH2:12]5)=[CH:17][CH:18]=4)=[N:23][N:24]([CH2:33][O:34][CH2:35][CH2:36][Si:37]([CH3:39])([CH3:38])[CH3:40])[C:25]=3[C:32]=2[CH:31]=1. (2) Given the reactants [CH3:1][O:2][CH2:3][CH2:4][OH:5].[H-].[Na+].F[C:9]1[CH:14]=[CH:13][C:12]([I:15])=[CH:11][C:10]=1[N+:16]([O-:18])=[O:17], predict the reaction product. The product is: [I:15][C:12]1[CH:13]=[CH:14][C:9]([O:5][CH2:4][CH2:3][O:2][CH3:1])=[C:10]([N+:16]([O-:18])=[O:17])[CH:11]=1. (3) Given the reactants OC1C=CC=CC=1C(C1C=CC=CC=1)=O.[F:16][C:17]([F:22])([F:21])[C:18]([OH:20])=[O:19].O.C([O-])(O)=O.[Na+].[CH3:29][S:30]([OH:33])(=[O:32])=[O:31], predict the reaction product. The product is: [CH3:29][S:30]([OH:33])(=[O:32])=[O:31].[C:18]([OH:20])([C:17]([F:22])([F:21])[F:16])=[O:19]. (4) The product is: [CH2:1]([C@@:4]1([C:20]2[CH:21]=[CH:22][C:23]([F:26])=[CH:24][CH:25]=2)[O:9][C:8](=[O:10])[N:7]([C@H:11]([C:13]2[CH:18]=[CH:17][C:16]([O:19][CH2:31][C:27]([F:30])([F:29])[F:28])=[CH:15][CH:14]=2)[CH3:12])[CH2:6][CH2:5]1)[CH:2]=[CH2:3]. Given the reactants [CH2:1]([C@@:4]1([C:20]2[CH:25]=[CH:24][C:23]([F:26])=[CH:22][CH:21]=2)[O:9][C:8](=[O:10])[N:7]([C@H:11]([C:13]2[CH:18]=[CH:17][C:16]([OH:19])=[CH:15][CH:14]=2)[CH3:12])[CH2:6][CH2:5]1)[CH:2]=[CH2:3].[C:27]([CH2:31]I)([F:30])([F:29])[F:28].[F-].[Cs+].O, predict the reaction product. (5) The product is: [CH2:1]([O:8][C@H:9]1[CH2:14][C@H:13]2[CH2:15][C@@H:10]1[CH2:11][C@@H:12]2[O:16][Si:21]([C:17]([CH3:20])([CH3:19])[CH3:18])([C:28]1[CH:29]=[CH:30][CH:31]=[CH:32][CH:33]=1)[C:22]1[CH:27]=[CH:26][CH:25]=[CH:24][CH:23]=1)[C:2]1[CH:3]=[CH:4][CH:5]=[CH:6][CH:7]=1. Given the reactants [CH2:1]([O:8][C@H:9]1[CH2:14][C@H:13]2[CH2:15][C@@H:10]1[CH2:11][C@@H:12]2[OH:16])[C:2]1[CH:7]=[CH:6][CH:5]=[CH:4][CH:3]=1.[C:17]([Si:21](Cl)([C:28]1[CH:33]=[CH:32][CH:31]=[CH:30][CH:29]=1)[C:22]1[CH:27]=[CH:26][CH:25]=[CH:24][CH:23]=1)([CH3:20])([CH3:19])[CH3:18].N1C=CN=C1, predict the reaction product. (6) Given the reactants [Cl:1][C:2]1[CH:7]=[CH:6][C:5]([Cl:8])=[CH:4][C:3]=1[CH:9]1[CH2:14][C:13](=[O:15])[N:12]([CH2:16][C:17](O)=[O:18])[C:11]2[CH2:20][CH2:21][C:22](=[O:23])[C:10]1=2.[NH:24]1[C:28]([C:29]2[CH:35]=[CH:34][C:32]([NH2:33])=[CH:31][CH:30]=2)=[N:27][N:26]=[N:25]1, predict the reaction product. The product is: [Cl:1][C:2]1[CH:7]=[CH:6][C:5]([Cl:8])=[CH:4][C:3]=1[CH:9]1[CH2:14][C:13](=[O:15])[N:12]([CH2:16][C:17]([NH:33][C:32]2[CH:34]=[CH:35][C:29]([C:28]3[NH:27][N:26]=[N:25][N:24]=3)=[CH:30][CH:31]=2)=[O:18])[C:11]2[CH2:20][CH2:21][C:22](=[O:23])[C:10]1=2.